This data is from Full USPTO retrosynthesis dataset with 1.9M reactions from patents (1976-2016). The task is: Predict the reactants needed to synthesize the given product. (1) The reactants are: [Br:1][C:2]1[CH:3]=[C:4]([CH:8]=[CH:9][CH:10]=1)[C:5]([OH:7])=[O:6].[CH3:11]O. Given the product [Br:1][C:2]1[CH:3]=[C:4]([CH:8]=[CH:9][CH:10]=1)[C:5]([O:7][CH3:11])=[O:6], predict the reactants needed to synthesize it. (2) Given the product [CH:1]1([C:6]([N:8]2[CH2:13][CH2:12][C:11]([C:24]3[C:32]4[C:27](=[N:28][CH:29]=[C:30]([N+:37]([O-:39])=[O:38])[C:31]=4[C:33]([F:34])([F:35])[F:36])[N:26]([CH3:40])[CH:25]=3)=[CH:10][CH2:9]2)=[O:7])[CH2:2][CH2:3][CH2:4][CH2:5]1, predict the reactants needed to synthesize it. The reactants are: [CH:1]1([C:6]([N:8]2[CH2:13][CH2:12][C:11](B3OC(C)(C)C(C)(C)O3)=[CH:10][CH2:9]2)=[O:7])[CH2:5][CH2:4][CH2:3][CH2:2]1.I[C:24]1[C:32]2[C:27](=[N:28][CH:29]=[C:30]([N+:37]([O-:39])=[O:38])[C:31]=2[C:33]([F:36])([F:35])[F:34])[N:26]([CH3:40])[CH:25]=1.[O-]P([O-])([O-])=O.[K+].[K+].[K+]. (3) The reactants are: C[O:2][C:3]([C@@H:5]1[CH2:10][S:9][CH2:8][CH2:7][N:6]1[S:11]([C:14]1[CH:19]=[CH:18][C:17]([CH3:20])=[CH:16][CH:15]=1)(=[O:13])=[O:12])=[O:4].[Li+].[OH-].C(OCC)(=O)C. Given the product [C:17]1([CH3:20])[CH:16]=[CH:15][C:14]([S:11]([N:6]2[CH2:7][CH2:8][S:9][CH2:10][C@H:5]2[C:3]([OH:4])=[O:2])(=[O:13])=[O:12])=[CH:19][CH:18]=1, predict the reactants needed to synthesize it. (4) The reactants are: [C:1]1([CH3:17])[CH:6]=[CH:5][C:4]([S:7]([CH2:10][C@H:11]2[NH:15][C:14](=[O:16])[CH2:13][CH2:12]2)(=[O:9])=[O:8])=[CH:3][CH:2]=1.[CH:18]([N-]C(C)C)(C)C.[Li+].CI. Given the product [C:1]1([CH3:17])[CH:2]=[CH:3][C:4]([S:7]([CH2:10][C@H:11]2[N:15]([CH3:18])[C:14](=[O:16])[CH2:13][CH2:12]2)(=[O:9])=[O:8])=[CH:5][CH:6]=1, predict the reactants needed to synthesize it.